Dataset: Catalyst prediction with 721,799 reactions and 888 catalyst types from USPTO. Task: Predict which catalyst facilitates the given reaction. Reactant: C1(P(C2C=CC=CC=2)C2C=CC=CC=2)C=CC=CC=1.[N:20]([C@H:23]([C:25]1[CH:26]=[C:27]([F:33])[C:28]([F:32])=[C:29]([F:31])[CH:30]=1)[CH3:24])=[N+]=[N-].O. Product: [F:31][C:29]1[CH:30]=[C:25]([C@@H:23]([NH2:20])[CH3:24])[CH:26]=[C:27]([F:33])[C:28]=1[F:32]. The catalyst class is: 1.